From a dataset of Peptide-MHC class II binding affinity with 134,281 pairs from IEDB. Regression. Given a peptide amino acid sequence and an MHC pseudo amino acid sequence, predict their binding affinity value. This is MHC class II binding data. (1) The peptide sequence is TLYGPQLSQKIVQIN. The MHC is HLA-DQA10401-DQB10402 with pseudo-sequence HLA-DQA10401-DQB10402. The binding affinity (normalized) is 0.180. (2) The binding affinity (normalized) is 0.606. The MHC is DRB1_1101 with pseudo-sequence DRB1_1101. The peptide sequence is GELQIYDKIDAAFKI. (3) The MHC is DRB4_0101 with pseudo-sequence DRB4_0103. The binding affinity (normalized) is 0.624. The peptide sequence is SRAEVSYVHVNGAKF. (4) The peptide sequence is QAVELTARLNSLGEA. The MHC is DRB1_0401 with pseudo-sequence DRB1_0401. The binding affinity (normalized) is 0.322. (5) The peptide sequence is SEFENDEHIILYLVN. The MHC is HLA-DQA10101-DQB10501 with pseudo-sequence HLA-DQA10101-DQB10501. The binding affinity (normalized) is 0.386. (6) The peptide sequence is NSLLTSPLSINTRMT. The MHC is DRB1_0701 with pseudo-sequence DRB1_0701. The binding affinity (normalized) is 0.482. (7) The peptide sequence is NRGKLRVSGDLKVDP. The MHC is DRB1_0101 with pseudo-sequence DRB1_0101. The binding affinity (normalized) is 0.324.